From a dataset of Full USPTO retrosynthesis dataset with 1.9M reactions from patents (1976-2016). Predict the reactants needed to synthesize the given product. (1) Given the product [OH:4][C:5]1[CH:10]=[CH:9][C:8]([N:11]2[C:15]3[CH:16]=[CH:17][CH:18]=[CH:19][C:14]=3[N:13]=[C:12]2[NH:20][C:21](=[O:23])[CH3:22])=[CH:7][CH:6]=1, predict the reactants needed to synthesize it. The reactants are: C([O:4][C:5]1[CH:10]=[CH:9][C:8]([N:11]2[C:15]3[CH:16]=[CH:17][CH:18]=[CH:19][C:14]=3[N:13]=[C:12]2[N:20](C(=O)C)[C:21](=[O:23])[CH3:22])=[CH:7][CH:6]=1)(=O)C.C([O-])([O-])=O.[K+].[K+]. (2) Given the product [Br:1][C:2]1[N:6]2[N:7]=[C:8]([NH:15][CH2:12][CH2:13][CH3:14])[CH:9]=[CH:10][C:5]2=[N:4][CH:3]=1, predict the reactants needed to synthesize it. The reactants are: [Br:1][C:2]1[N:6]2[N:7]=[C:8](Cl)[CH:9]=[CH:10][C:5]2=[N:4][CH:3]=1.[CH2:12]([NH2:15])[CH2:13][CH3:14].C(Cl)Cl.CO.[NH4+].[OH-].